From a dataset of Reaction yield outcomes from USPTO patents with 853,638 reactions. Predict the reaction yield, written as a fraction of the theoretical maximum amount of product (1.0 means a 100% yield; for example, 0.34 means a 34% yield). The catalyst is C(Cl)Cl. The yield is 0.470. The product is [CH3:2][C:3]1([CH3:67])[O:5][C@@H:54]([CH2:53][CH2:52][NH:51][C:39]([CH:16]2[CH:15]([C:11]3[CH:12]=[CH:13][CH:14]=[C:9]([Cl:8])[C:10]=3[F:42])[C:19]([C:22]3[CH:27]=[CH:26][C:25]([Cl:28])=[CH:24][C:23]=3[F:29])([C:20]#[N:21])[CH:18]([CH2:30][C:31]3([CH2:37][OH:38])[CH2:36][CH2:35][CH:34]=[CH:33][CH2:32]3)[NH:17]2)=[O:41])[CH2:55][O:4]1. The reactants are F[C:2](F)(F)[C:3]([OH:5])=[O:4].[Cl:8][C:9]1[C:10]([F:42])=[C:11]([CH:15]2[C:19]([C:22]3[CH:27]=[CH:26][C:25]([Cl:28])=[CH:24][C:23]=3[F:29])([C:20]#[N:21])[CH:18]([CH2:30][C:31]3([CH2:37][OH:38])[CH2:36][CH2:35][CH:34]=[CH:33][CH2:32]3)[NH:17][CH:16]2[C:39]([OH:41])=O)[CH:12]=[CH:13][CH:14]=1.CN(C(O[N:51]1N=N[C:53]2[CH:54]=[CH:55]C=N[C:52]1=2)=[N+](C)C)C.F[P-](F)(F)(F)(F)F.[CH3:67]CN(C(C)C)C(C)C.